Dataset: Forward reaction prediction with 1.9M reactions from USPTO patents (1976-2016). Task: Predict the product of the given reaction. (1) Given the reactants [C:1]([C:5]1[CH:10]=[CH:9][C:8]([N+:11]([O-])=[O:12])=[CH:7][C:6]=1[NH:14][C:15](=[O:20])[CH2:16][N:17]([CH3:19])[CH3:18])([CH3:4])([CH3:3])[CH3:2], predict the reaction product. The product is: [NH4+:11].[OH-:12].[NH2:11][C:8]1[CH:9]=[CH:10][C:5]([C:1]([CH3:4])([CH3:3])[CH3:2])=[C:6]([NH:14][C:15](=[O:20])[CH2:16][N:17]([CH3:18])[CH3:19])[CH:7]=1. (2) Given the reactants F[C:2]1[CH:10]=[CH:9][C:5]([C:6]([OH:8])=[O:7])=[CH:4][C:3]=1[N+:11]([O-:13])=[O:12].C(N(CC)CC)C.[NH2:21][CH:22]1[CH2:27][CH2:26][O:25][CH2:24][CH2:23]1.NC1CCCCO1.Cl, predict the reaction product. The product is: [O:25]1[CH2:26][CH2:27][CH:22]([NH:21][C:2]2[CH:10]=[CH:9][C:5]([C:6]([OH:8])=[O:7])=[CH:4][C:3]=2[N+:11]([O-:13])=[O:12])[CH2:23][CH2:24]1. (3) Given the reactants [Cl:1][C:2]1[C:3]2[CH:10]=[CH:9][NH:8][C:4]=2[N:5]=[CH:6][N:7]=1.C(=O)([O-])[O-].[K+].[K+].[CH2:17](Cl)[C:18]1[CH:23]=[CH:22][CH:21]=[CH:20][CH:19]=1, predict the reaction product. The product is: [CH2:17]([N:8]1[C:4]2[N:5]=[CH:6][N:7]=[C:2]([Cl:1])[C:3]=2[CH:10]=[CH:9]1)[C:18]1[CH:23]=[CH:22][CH:21]=[CH:20][CH:19]=1. (4) Given the reactants [Cl:1][C:2]1[N:7]=[CH:6][C:5]([CH2:8][NH:9][CH2:10][CH:11]([O:14][CH3:15])[O:12][CH3:13])=[CH:4][CH:3]=1.O[C:17]1[CH2:18][O:19][C:20](=[O:22])[CH:21]=1.C1(C)C=CC(S(O)(=O)=O)=CC=1, predict the reaction product. The product is: [Cl:1][C:2]1[N:7]=[CH:6][C:5]([CH2:8][N:9]([CH2:10][CH:11]([O:14][CH3:15])[O:12][CH3:13])[C:17]2[CH2:18][O:19][C:20](=[O:22])[CH:21]=2)=[CH:4][CH:3]=1. (5) The product is: [CH3:33][O:34][C:35]1[CH:39]=[C:38]([C:40]([N:13]2[CH2:12][C:11]3([CH2:10][N:9]([C:15]4[N:20]=[C:19]([C:21]5[CH:22]=[C:23]6[C:28](=[CH:29][CH:30]=5)[N:27]([CH3:31])[C:26](=[O:32])[CH2:25][CH2:24]6)[CH:18]=[N:17][CH:16]=4)[CH2:8]3)[CH2:14]2)=[O:41])[O:37][N:36]=1. Given the reactants FC(F)(F)C(O)=O.[CH2:8]1[C:11]2([CH2:14][NH:13][CH2:12]2)[CH2:10][N:9]1[C:15]1[N:20]=[C:19]([C:21]2[CH:22]=[C:23]3[C:28](=[CH:29][CH:30]=2)[N:27]([CH3:31])[C:26](=[O:32])[CH2:25][CH2:24]3)[CH:18]=[N:17][CH:16]=1.[CH3:33][O:34][C:35]1[CH:39]=[C:38]([C:40](O)=[O:41])[O:37][N:36]=1.CN(C(ON1N=NC2C=CC=CC1=2)=[N+](C)C)C.[B-](F)(F)(F)F.CCN(C(C)C)C(C)C.C([O-])(O)=O.[Na+], predict the reaction product. (6) Given the reactants CC1(C)C(C)(C)OB([C:9]2[CH:10]=[C:11]3[C:16](=[CH:17][CH:18]=2)[N:15]=[CH:14][CH:13]=[CH:12]3)O1.Br[C:21]1[CH:22]=[C:23]([NH:30][S:31]([C:34]2[CH:39]=[CH:38][CH:37]=[CH:36][CH:35]=2)(=[O:33])=[O:32])[C:24]([O:27][CH2:28][CH3:29])=[N:25][CH:26]=1.C(=O)([O-])[O-].[Na+].[Na+].C, predict the reaction product. The product is: [CH2:28]([O:27][C:24]1[C:23]([NH:30][S:31]([C:34]2[CH:39]=[CH:38][CH:37]=[CH:36][CH:35]=2)(=[O:33])=[O:32])=[CH:22][C:21]([C:9]2[CH:10]=[C:11]3[C:16](=[CH:17][CH:18]=2)[N:15]=[CH:14][CH:13]=[CH:12]3)=[CH:26][N:25]=1)[CH3:29]. (7) Given the reactants C([O:8][C:9]1[C:14]([Cl:15])=[CH:13][C:12]([C:16]([N:18]2[C:24]3[CH:25]=[CH:26][CH:27]=[CH:28][C:23]=3[O:22][CH2:21][CH2:20][CH2:19]2)=[O:17])=[CH:11][C:10]=1[Cl:29])C1C=CC=CC=1, predict the reaction product. The product is: [Cl:29][C:10]1[CH:11]=[C:12]([C:16]([N:18]2[C:24]3[CH:25]=[CH:26][CH:27]=[CH:28][C:23]=3[O:22][CH2:21][CH2:20][CH2:19]2)=[O:17])[CH:13]=[C:14]([Cl:15])[C:9]=1[OH:8].